From a dataset of Full USPTO retrosynthesis dataset with 1.9M reactions from patents (1976-2016). Predict the reactants needed to synthesize the given product. (1) Given the product [Cl:52][C:49]1[CH:50]=[CH:51][C:46]([C@H:42]([C:43](=[O:44])[N:30]2[CH2:29][CH2:28][N:27]([C:19]3[C:18]([C:12]4[CH:13]=[CH:14][CH:15]=[CH:16][CH:17]=4)=[CH:23][N:22]=[C:21]4[NH:24][N:25]=[CH:26][C:20]=34)[CH2:32][CH2:31]2)[CH2:41][N:40]([CH:53]([CH3:54])[CH3:55])[C:38](=[O:39])[O:37][C:33]([CH3:35])([CH3:34])[CH3:36])=[CH:47][CH:48]=1, predict the reactants needed to synthesize it. The reactants are: CCN(C(C)C)C(C)C.Cl.Cl.[C:12]1([C:18]2[C:19]([N:27]3[CH2:32][CH2:31][NH:30][CH2:29][CH2:28]3)=[C:20]3[CH:26]=[N:25][NH:24][C:21]3=[N:22][CH:23]=2)[CH:17]=[CH:16][CH:15]=[CH:14][CH:13]=1.[C:33]([O:37][C:38]([N:40]([CH:53]([CH3:55])[CH3:54])[CH2:41][C@H:42]([C:46]1[CH:51]=[CH:50][C:49]([Cl:52])=[CH:48][CH:47]=1)[C:43](O)=[O:44])=[O:39])([CH3:36])([CH3:35])[CH3:34]. (2) Given the product [CH3:9][C:7]1([CH3:10])[C:6]2[CH:11]=[CH:12][C:13]([N+:15]([O-:17])=[O:16])=[CH:14][C:5]=2[NH:4][C:3](=[O:18])[CH:2]([NH:1][C:24]([N:19]2[CH2:23][CH2:22][CH2:21][CH2:20]2)=[O:25])[CH2:8]1, predict the reactants needed to synthesize it. The reactants are: [NH2:1][CH:2]1[CH2:8][C:7]([CH3:10])([CH3:9])[C:6]2[CH:11]=[CH:12][C:13]([N+:15]([O-:17])=[O:16])=[CH:14][C:5]=2[NH:4][C:3]1=[O:18].[N:19]1([C:24](Cl)=[O:25])[CH2:23][CH2:22][CH2:21][CH2:20]1.CC1(C)C2C=CC([N+]([O-])=O)=CC=2NC(=O)C(NC(=O)C(F)(F)F)C1. (3) Given the product [CH3:5][O:6][C:7](=[O:17])[C:8]1[CH:13]=[C:12]([N+:1]([O-:4])=[O:2])[C:11]([OH:14])=[C:10]([F:15])[C:9]=1[F:16], predict the reactants needed to synthesize it. The reactants are: [N+:1]([O-:4])(O)=[O:2].[CH3:5][O:6][C:7](=[O:17])[C:8]1[CH:13]=[CH:12][C:11]([OH:14])=[C:10]([F:15])[C:9]=1[F:16]. (4) Given the product [C:6]([C:7]1[O:17][C:4]([C:8]([OH:11])=[O:10])=[CH:3][CH:2]=1)#[N:5], predict the reactants needed to synthesize it. The reactants are: N[CH:2]1[CH2:7][CH2:6][NH:5][CH2:4][CH2:3]1.[C:8]([O:11]C(=O)C)(=[O:10])C.C([O:17]CC)C. (5) Given the product [CH2:1]([O:8][C:9]1[CH:18]=[C:17]2[C:12]([C:13]([NH:42][CH2:41][CH:38]3[CH2:39][CH2:40][O:35][CH2:36][CH2:37]3)=[C:14]([N+:19]([O-:21])=[O:20])[CH:15]=[N:16]2)=[CH:11][CH:10]=1)[C:2]1[CH:7]=[CH:6][CH:5]=[CH:4][CH:3]=1, predict the reactants needed to synthesize it. The reactants are: [CH2:1]([O:8][C:9]1[CH:18]=[C:17]2[C:12]([C:13](O)=[C:14]([N+:19]([O-:21])=[O:20])[CH:15]=[N:16]2)=[CH:11][CH:10]=1)[C:2]1[CH:7]=[CH:6][CH:5]=[CH:4][CH:3]=1.P(Cl)(Cl)(Cl)=O.C(N(CC)CC)C.[O:35]1[CH2:40][CH2:39][CH:38]([CH2:41][NH2:42])[CH2:37][CH2:36]1. (6) Given the product [Cl:1][CH2:2][CH2:3][C:4]([C:12]1[CH:13]=[CH:14][C:9]([O:8][CH3:7])=[C:10]([O:15][CH3:16])[CH:11]=1)=[O:5], predict the reactants needed to synthesize it. The reactants are: [Cl:1][CH2:2][CH2:3][C:4](Cl)=[O:5].[CH3:7][O:8][C:9]1[CH:14]=[CH:13][CH:12]=[CH:11][C:10]=1[O:15][CH3:16].[Cl-].[Al+3].[Cl-].[Cl-]. (7) Given the product [O:7]1[CH2:12][CH2:11][CH2:10][CH2:9][CH:8]1[O:6][CH2:1]/[CH:2]=[CH:3]\[CH2:4][OH:5], predict the reactants needed to synthesize it. The reactants are: [CH:1]([OH:6])=[CH:2][CH2:3][CH2:4][OH:5].[O:7]1[CH:12]=[CH:11][CH2:10][CH2:9][CH2:8]1. (8) Given the product [Cl:71][C:59]1[CH:58]=[CH:57][C:56]([C:55]2[C:50]([C@@H:40]([NH:39][C:86](=[O:87])[CH2:85][N:83]3[C:82]4[CH2:89][O:90][CH2:91][CH2:92][C:81]=4[C:80]([C:79]([F:94])([F:78])[F:93])=[N:84]3)[CH2:41][C:42]3[CH:47]=[C:46]([F:48])[CH:45]=[C:44]([F:49])[CH:43]=3)=[N:51][C:52]([C:72]#[C:73][C:74]([OH:77])([CH3:75])[CH3:76])=[CH:53][CH:54]=2)=[C:64]2[C:60]=1[C:61]([NH:66][S:67]([CH3:70])(=[O:68])=[O:69])=[N:62][N:63]2[CH3:65], predict the reactants needed to synthesize it. The reactants are: BrC1C([C@@H](NC(=O)CN2C3C(F)(F)CCC(F)(F)C=3C(C(F)F)=N2)CC2C=C(F)C=C(F)C=2)=NC=C(Br)C=1.[NH2:39][C@H:40]([C:50]1[C:55]([C:56]2[CH:57]=[CH:58][C:59]([Cl:71])=[C:60]3[C:64]=2[N:63]([CH3:65])[N:62]=[C:61]3[NH:66][S:67]([CH3:70])(=[O:69])=[O:68])=[CH:54][CH:53]=[C:52]([C:72]#[C:73][C:74]([OH:77])([CH3:76])[CH3:75])[N:51]=1)[CH2:41][C:42]1[CH:47]=[C:46]([F:48])[CH:45]=[C:44]([F:49])[CH:43]=1.[F:78][C:79]([F:94])([F:93])[C:80]1[C:81]2[CH2:92][CH2:91][O:90][CH2:89][C:82]=2[N:83]([CH2:85][C:86](O)=[O:87])[N:84]=1. (9) Given the product [CH3:35][C:10]1([CH2:9][OH:8])[S:16][CH2:15][CH2:14][N:13]2[C:17]([C:20]3([C:23]4[CH:24]=[CH:25][C:26]([C:29]5[C:30]([CH3:34])=[N:31][NH:32][CH:33]=5)=[CH:27][CH:28]=4)[CH2:22][CH2:21]3)=[N:18][N:19]=[C:12]2[CH2:11]1, predict the reactants needed to synthesize it. The reactants are: [Si]([O:8][CH2:9][C:10]1([CH3:35])[S:16][CH2:15][CH2:14][N:13]2[C:17]([C:20]3([C:23]4[CH:28]=[CH:27][C:26]([C:29]5[C:30]([CH3:34])=[N:31][NH:32][CH:33]=5)=[CH:25][CH:24]=4)[CH2:22][CH2:21]3)=[N:18][N:19]=[C:12]2[CH2:11]1)(C(C)(C)C)(C)C.Cl. (10) The reactants are: [CH2:1]([NH:8][CH2:9][CH2:10][C:11]1[CH:16]=[CH:15][C:14]([CH2:17][C:18]([CH3:23])([CH3:22])[C:19]([OH:21])=[O:20])=[CH:13][CH:12]=1)[CH2:2][CH2:3][CH2:4][CH2:5][CH2:6][CH3:7].C(N(CC)C(C)C)(C)C.[F:33][C:34]1[CH:39]=[C:38]([F:40])[CH:37]=[CH:36][C:35]=1[N:41]=[C:42]=[O:43].Cl. Given the product [F:33][C:34]1[CH:39]=[C:38]([F:40])[CH:37]=[CH:36][C:35]=1[NH:41][C:42](=[O:43])[N:8]([CH2:9][CH2:10][C:11]1[CH:12]=[CH:13][C:14]([CH2:17][C:18]([CH3:22])([CH3:23])[C:19]([OH:21])=[O:20])=[CH:15][CH:16]=1)[CH2:1][CH2:2][CH2:3][CH2:4][CH2:5][CH2:6][CH3:7], predict the reactants needed to synthesize it.